Dataset: Full USPTO retrosynthesis dataset with 1.9M reactions from patents (1976-2016). Task: Predict the reactants needed to synthesize the given product. (1) Given the product [C:46]([NH:45][CH2:44][C@H:41]1[CH2:40][CH2:39][C@H:38]([C:30]2[N:31]3[CH:36]=[CH:35][N:34]=[C:33]([CH3:37])[C:32]3=[C:28]([C:7]3[CH:6]=[CH:5][C:4]([NH:18][C:19](=[O:26])[O:20][C@H:21]([CH2:23][CH2:24][CH3:25])[CH3:22])=[C:3]([O:2][CH3:1])[CH:8]=3)[N:29]=2)[CH2:43][CH2:42]1)(=[O:48])[CH3:47], predict the reactants needed to synthesize it. The reactants are: [CH3:1][O:2][C:3]1[CH:8]=[C:7](B2OC(C)(C)C(C)(C)O2)[CH:6]=[CH:5][C:4]=1[NH:18][C:19](=[O:26])[O:20][C@H:21]([CH2:23][CH2:24][CH3:25])[CH3:22].Br[C:28]1[N:29]=[C:30]([C@H:38]2[CH2:43][CH2:42][C@H:41]([CH2:44][NH:45][C:46](=[O:48])[CH3:47])[CH2:40][CH2:39]2)[N:31]2[CH:36]=[CH:35][N:34]=[C:33]([CH3:37])[C:32]=12. (2) Given the product [Cl:1][C:2]1[N:7]=[CH:6][N:5]=[C:4]([O:8][C:9]2[CH:10]=[C:11]3[C:15](=[CH:16][CH:17]=2)[NH:14][CH2:13][CH2:12]3)[CH:3]=1, predict the reactants needed to synthesize it. The reactants are: [Cl:1][C:2]1[N:7]=[CH:6][N:5]=[C:4]([O:8][C:9]2[CH:10]=[C:11]3[C:15](=[CH:16][CH:17]=2)[NH:14][CH:13]=[CH:12]3)[CH:3]=1.[BH3-]C#N.[Na+]. (3) The reactants are: [Br:1][C:2]1[C:3]([N:12]2[CH2:17][CH2:16][N:15]([CH2:18][C:19]3[N:20]([CH3:24])[CH:21]=[CH:22][N:23]=3)[CH2:14][CH2:13]2)=[C:4]([N+:9]([O-])=O)[C:5]([NH2:8])=[N:6][CH:7]=1.[O:25]1[CH2:30][CH2:29][N:28]([CH2:31][C:32]2[CH:39]=[CH:38][C:35]([CH:36]=O)=[CH:34][CH:33]=2)[CH2:27][CH2:26]1.[O-]S(S([O-])=O)=O.[Na+].[Na+]. Given the product [Br:1][C:2]1[C:3]([N:12]2[CH2:17][CH2:16][N:15]([CH2:18][C:19]3[N:20]([CH3:24])[CH:21]=[CH:22][N:23]=3)[CH2:14][CH2:13]2)=[C:4]2[N:9]=[C:36]([C:35]3[CH:34]=[CH:33][C:32]([CH2:31][N:28]4[CH2:29][CH2:30][O:25][CH2:26][CH2:27]4)=[CH:39][CH:38]=3)[NH:8][C:5]2=[N:6][CH:7]=1, predict the reactants needed to synthesize it. (4) Given the product [F:7][C:8]1([F:18])[CH2:12][CH2:11][CH:10]([CH2:13][OH:14])[CH2:9]1, predict the reactants needed to synthesize it. The reactants are: [H-].[Al+3].[Li+].[H-].[H-].[H-].[F:7][C:8]1([F:18])[CH2:12][CH2:11][CH:10]([C:13](OCC)=[O:14])[CH2:9]1. (5) Given the product [CH3:42][O:41][C:39](=[O:40])[C:38]1[CH:43]=[CH:44][N:45]=[C:36]([C:20]2[CH:21]=[CH:22][CH:23]=[C:18]([C:17]3[O:16][N:15]=[C:14]([CH3:33])[C:13]=3[NH:12][C:11]([O:10][CH:8]([C:3]3[CH:4]=[CH:5][CH:6]=[CH:7][C:2]=3[Cl:1])[CH3:9])=[O:34])[CH:19]=2)[CH:37]=1, predict the reactants needed to synthesize it. The reactants are: [Cl:1][C:2]1[CH:7]=[CH:6][CH:5]=[CH:4][C:3]=1[CH:8]([O:10][C:11](=[O:34])[NH:12][C:13]1[C:14]([CH3:33])=[N:15][O:16][C:17]=1[C:18]1[CH:23]=[CH:22][CH:21]=[C:20](B2OC(C)(C)C(C)(C)O2)[CH:19]=1)[CH3:9].Br[C:36]1[CH:37]=[C:38]([CH:43]=[CH:44][N:45]=1)[C:39]([O:41][CH3:42])=[O:40]. (6) Given the product [F:22][C:23]([F:31])([F:32])[C:24]1[CH:25]=[CH:26][C:27]([NH:28][C:2]2[C:11]3[C:6](=[CH:7][C:8]([C:12]4[CH:17]=[CH:16][CH:15]=[CH:14][C:13]=4[C:18]([F:21])([F:20])[F:19])=[CH:9][CH:10]=3)[N:5]=[CH:4][N:3]=2)=[CH:29][CH:30]=1.[ClH:1], predict the reactants needed to synthesize it. The reactants are: [Cl:1][C:2]1[C:11]2[C:6](=[CH:7][C:8]([C:12]3[CH:17]=[CH:16][CH:15]=[CH:14][C:13]=3[C:18]([F:21])([F:20])[F:19])=[CH:9][CH:10]=2)[N:5]=[CH:4][N:3]=1.[F:22][C:23]([F:32])([F:31])[C:24]1[CH:30]=[CH:29][C:27]([NH2:28])=[CH:26][CH:25]=1.